The task is: Predict the reactants needed to synthesize the given product.. This data is from Full USPTO retrosynthesis dataset with 1.9M reactions from patents (1976-2016). (1) Given the product [CH3:51][CH2:50][C@H:39]([N:36]1[N:35]=[CH:34][N:33]([C:30]2[CH:31]=[CH:32][C:27]([N:24]3[CH2:23][CH2:22][N:21]([C:18]4[CH:17]=[CH:16][C:15]([O:14][CH2:13][C@@H:10]5[CH2:11][O:12][C@:8]([C:52]6[CH:57]=[CH:56][C:55]([F:58])=[CH:54][C:53]=6[F:59])([CH2:7][N:2]6[N:3]=[CH:4][N:5]=[CH:6]6)[CH2:9]5)=[CH:20][CH:19]=4)[CH2:26][CH2:25]3)=[CH:28][CH:29]=2)[C:37]1=[O:38])[C@@H:40]([OH:42])[CH3:41], predict the reactants needed to synthesize it. The reactants are: Cl.[N:2]1([CH2:7][C@@:8]2([C:52]3[CH:57]=[CH:56][C:55]([F:58])=[CH:54][C:53]=3[F:59])[O:12][CH2:11][C@@H:10]([CH2:13][O:14][C:15]3[CH:20]=[CH:19][C:18]([N:21]4[CH2:26][CH2:25][N:24]([C:27]5[CH:32]=[CH:31][C:30]([N:33]6[C:37](=[O:38])[N:36]([C@H:39]([CH2:50][CH3:51])[C@@H:40]([O:42]CC7C=CC=CC=7)[CH3:41])[N:35]=[CH:34]6)=[CH:29][CH:28]=5)[CH2:23][CH2:22]4)=[CH:17][CH:16]=3)[CH2:9]2)[CH:6]=[N:5][CH:4]=[N:3]1. (2) Given the product [CH3:34][O:33][C:30]1[CH:31]=[CH:32][C:27]([C:24]2[O:23][C:22]([C:20]3[S:21][C:14]4[C:15](=[N:16][CH:17]=[CH:18][C:13]=4[NH:11][C:7]4[CH:8]=[C:9]5[C:4](=[CH:5][CH:6]=4)[NH:3][C:2]([CH3:1])=[CH:10]5)[CH:19]=3)=[N:26][CH:25]=2)=[CH:28][CH:29]=1, predict the reactants needed to synthesize it. The reactants are: [CH3:1][C:2]1[NH:3][C:4]2[C:9]([CH:10]=1)=[CH:8][C:7]([NH2:11])=[CH:6][CH:5]=2.Cl[C:13]1[CH:18]=[CH:17][N:16]=[C:15]2[CH:19]=[C:20]([C:22]3[O:23][C:24]([C:27]4[CH:32]=[CH:31][C:30]([O:33][CH3:34])=[CH:29][CH:28]=4)=[CH:25][N:26]=3)[S:21][C:14]=12. (3) Given the product [Cl:1][C:2]1[CH:3]=[CH:4][C:5]2[NH:11][C:10]3[CH:12]=[CH:13][CH:14]=[CH:15][C:9]=3[C:8]([N:27]3[CH2:32][CH:31]4[CH2:33][CH:28]3[CH2:29][NH:30]4)=[N:7][C:6]=2[CH:18]=1, predict the reactants needed to synthesize it. The reactants are: [Cl:1][C:2]1[CH:3]=[CH:4][C:5]2[NH:11][C:10]3[CH:12]=[CH:13][CH:14]=[CH:15][C:9]=3[C:8](SC)=[N:7][C:6]=2[CH:18]=1.C(OC(N[N:27]1[CH2:32][CH:31]2[CH2:33][CH:28]1[CH2:29][NH:30]2)=O)(C)(C)C. (4) Given the product [F:1][C:2]([F:32])([F:31])[C:3]1[CH:4]=[C:5]([C@H:13]2[O:17][C:16](=[O:18])[N:15]([CH2:19][C:20]3[CH:25]=[C:24]([N+:26]([O-:28])=[O:27])[CH:23]=[CH:22][C:21]=3[C:44]3[CH:45]=[C:46]([CH:47]([CH3:49])[CH3:48])[C:41]([F:40])=[CH:42][C:43]=3[O:53][CH3:54])[C@H:14]2[CH3:30])[CH:6]=[C:7]([C:9]([F:12])([F:11])[F:10])[CH:8]=1, predict the reactants needed to synthesize it. The reactants are: [F:1][C:2]([F:32])([F:31])[C:3]1[CH:4]=[C:5]([C@H:13]2[O:17][C:16](=[O:18])[N:15]([CH2:19][C:20]3[CH:25]=[C:24]([N+:26]([O-:28])=[O:27])[CH:23]=[CH:22][C:21]=3Br)[C@H:14]2[CH3:30])[CH:6]=[C:7]([C:9]([F:12])([F:11])[F:10])[CH:8]=1.C1(C)C=CC=CC=1.[F:40][C:41]1[C:46]([CH:47]([CH3:49])[CH3:48])=[CH:45][C:44](B(O)O)=[C:43]([O:53][CH3:54])[CH:42]=1.C(=O)([O-])[O-].[Na+].[Na+].